This data is from Forward reaction prediction with 1.9M reactions from USPTO patents (1976-2016). The task is: Predict the product of the given reaction. Given the reactants Cl.[NH2:2][CH2:3][C:4]1[CH:5]=[C:6]([CH2:10][CH2:11][C:12]([O:14]C)=[O:13])[CH:7]=[CH:8][CH:9]=1.C(N(CC)CC)C.[C:23](O[C:23]([O:25][C:26]([CH3:29])([CH3:28])[CH3:27])=[O:24])([O:25][C:26]([CH3:29])([CH3:28])[CH3:27])=[O:24], predict the reaction product. The product is: [C:26]([O:25][C:23]([NH:2][CH2:3][C:4]1[CH:5]=[C:6]([CH2:10][CH2:11][C:12]([OH:14])=[O:13])[CH:7]=[CH:8][CH:9]=1)=[O:24])([CH3:29])([CH3:28])[CH3:27].